Dataset: Peptide-MHC class II binding affinity with 134,281 pairs from IEDB. Task: Regression. Given a peptide amino acid sequence and an MHC pseudo amino acid sequence, predict their binding affinity value. This is MHC class II binding data. The peptide sequence is DDLMIRVIAQGPTAT. The MHC is DRB1_0101 with pseudo-sequence DRB1_0101. The binding affinity (normalized) is 0.593.